Dataset: Forward reaction prediction with 1.9M reactions from USPTO patents (1976-2016). Task: Predict the product of the given reaction. (1) Given the reactants [Cl:1][C:2]1[CH:3]=[C:4]([CH:8]2[C:12]([C:15]3[CH:20]=[CH:19][C:18]([Cl:21])=[CH:17][CH:16]=3)([C:13]#[N:14])[CH:11]([CH2:22]C(CC)(CC)C)[NH:10][CH:9]2[C:29](O)=[O:30])[CH:5]=[CH:6][CH:7]=1.[CH3:32][O:33][C:34]1[CH:35]=[C:36]([CH2:42][CH2:43][NH:44][CH3:45])[CH:37]=[CH:38][C:39]=1[O:40][CH3:41].CN(C(ON1N=NC2[CH:57]=[CH:58][CH:59]=NC1=2)=[N+](C)C)C.F[P-](F)(F)(F)(F)F.[CH3:70]CN(C(C)C)C(C)C, predict the reaction product. The product is: [CH3:32][O:33][C:34]1[CH:35]=[C:36]([CH2:42][CH2:43][N:44]([CH3:45])[C:29]([CH:9]2[CH:8]([C:4]3[CH:5]=[CH:6][CH:7]=[C:2]([Cl:1])[CH:3]=3)[C:12]([C:15]3[CH:20]=[CH:19][C:18]([Cl:21])=[CH:17][CH:16]=3)([C:13]#[N:14])[CH:11]([CH2:22][C:58]([CH3:57])([CH3:59])[CH3:70])[NH:10]2)=[O:30])[CH:37]=[CH:38][C:39]=1[O:40][CH3:41]. (2) Given the reactants [CH2:1]([N:3]1[CH2:8][CH2:7][N:6]([CH:9]2[CH2:14][CH2:13][N:12](C(OC(C)(C)C)=O)[CH2:11][CH2:10]2)[CH2:5][CH2:4]1)[CH3:2].C(Cl)[Cl:23], predict the reaction product. The product is: [ClH:23].[CH2:1]([N:3]1[CH2:8][CH2:7][N:6]([CH:9]2[CH2:14][CH2:13][NH:12][CH2:11][CH2:10]2)[CH2:5][CH2:4]1)[CH3:2]. (3) Given the reactants [Cl:1][C:2]1[CH:9]=[C:8]([C:10]([F:13])([F:12])[F:11])[CH:7]=[CH:6][C:3]=1[CH2:4][NH2:5].ClC(Cl)(O[C:18](=[O:24])OC(Cl)(Cl)Cl)Cl.[N-:26]=[C:27]=O.CO.[CH3:31][N:32]([CH:34]=[O:35])C, predict the reaction product. The product is: [Cl:1][C:2]1[CH:9]=[C:8]([C:10]([F:11])([F:12])[F:13])[CH:7]=[CH:6][C:3]=1[CH2:4][NH:5][C:34]([NH:32][C:31]1[C:27]2[NH:26][C:18](=[O:24])[NH:5][C:4]=2[CH:3]=[CH:2][CH:9]=1)=[O:35]. (4) The product is: [N:1]([CH2:2][C:3]1[C:4]([C:9]2([OH:32])[CH2:10][CH:11]3[N:16]([CH:17]([C:18]4[CH:23]=[CH:22][CH:21]=[CH:20][C:19]=4[Cl:24])[C:25]4[CH:30]=[CH:29][CH:28]=[CH:27][C:26]=4[Cl:31])[CH:14]([CH2:13][CH2:12]3)[CH2:15]2)=[N:5][CH:6]=[CH:7][CH:8]=1)=[N+:47]=[N-:48]. Given the reactants [NH2:1][CH2:2][C:3]1[C:4]([C:9]2([OH:32])[CH2:15][CH:14]3[N:16]([CH:17]([C:25]4[CH:30]=[CH:29][CH:28]=[CH:27][C:26]=4[Cl:31])[C:18]4[CH:23]=[CH:22][CH:21]=[CH:20][C:19]=4[Cl:24])[CH:11]([CH2:12][CH2:13]3)[CH2:10]2)=[N:5][CH:6]=[CH:7][CH:8]=1.C1(P([N:47]=[N+:48]=[N-])(C2C=CC=CC=2)=O)C=CC=CC=1.N12CCCN=C1CCCCC2, predict the reaction product. (5) Given the reactants [CH3:1][N:2]([CH3:41])[CH2:3][CH2:4][N:5]1[CH:9]=[C:8]([C:10]2[CH:15]=[CH:14][C:13]([F:16])=[C:12]([C:17]([F:20])([F:19])[F:18])[CH:11]=2)[N:7]=[C:6]1[CH:21]1[CH2:26][CH2:25][N:24]([C:27]2[N:32]=[CH:31][N:30]=[C:29]([NH2:33])[C:28]=2[C:34]2[CH:39]=[CH:38][C:37](F)=[CH:36]C=2)[CH2:23][CH2:22]1.C1(/C=C/B2OC(C)(C)C(C)(C)O2)CC1, predict the reaction product. The product is: [CH:38]1(/[CH:39]=[CH:34]/[C:28]2[C:29]([NH2:33])=[N:30][CH:31]=[N:32][C:27]=2[N:24]2[CH2:23][CH2:22][CH:21]([C:6]3[N:5]([CH2:4][CH2:3][N:2]([CH3:1])[CH3:41])[CH:9]=[C:8]([C:10]4[CH:15]=[CH:14][C:13]([F:16])=[C:12]([C:17]([F:19])([F:18])[F:20])[CH:11]=4)[N:7]=3)[CH2:26][CH2:25]2)[CH2:37][CH2:36]1. (6) Given the reactants [OH:1][C:2]1[CH:14]=[CH:13][C:5]([O:6][CH2:7][CH2:8][CH2:9][C:10]([OH:12])=[O:11])=[C:4]([CH3:15])[C:3]=1[O:16][CH3:17].[Cl:18][C:19]1[CH:24]=[C:23]([Cl:25])[CH:22]=[CH:21][C:20]=1O.C(N=C=NC(C)C)(C)C.C(OCC)C, predict the reaction product. The product is: [OH:1][C:2]1[CH:14]=[CH:13][C:5]([O:6][CH2:7][CH2:8][CH2:9][C:10]([O:12][C:22]2[CH:21]=[CH:20][C:19]([Cl:18])=[CH:24][C:23]=2[Cl:25])=[O:11])=[C:4]([CH3:15])[C:3]=1[O:16][CH3:17].